This data is from NCI-60 drug combinations with 297,098 pairs across 59 cell lines. The task is: Regression. Given two drug SMILES strings and cell line genomic features, predict the synergy score measuring deviation from expected non-interaction effect. (1) Drug 1: CC1=CC=C(C=C1)C2=CC(=NN2C3=CC=C(C=C3)S(=O)(=O)N)C(F)(F)F. Drug 2: CC1CCC2CC(C(=CC=CC=CC(CC(C(=O)C(C(C(=CC(C(=O)CC(OC(=O)C3CCCCN3C(=O)C(=O)C1(O2)O)C(C)CC4CCC(C(C4)OC)O)C)C)O)OC)C)C)C)OC. Cell line: HCC-2998. Synergy scores: CSS=2.09, Synergy_ZIP=-0.103, Synergy_Bliss=-0.652, Synergy_Loewe=0.0829, Synergy_HSA=-1.60. (2) Drug 1: C1CN1P(=S)(N2CC2)N3CC3. Drug 2: CCC1(CC2CC(C3=C(CCN(C2)C1)C4=CC=CC=C4N3)(C5=C(C=C6C(=C5)C78CCN9C7C(C=CC9)(C(C(C8N6C)(C(=O)OC)O)OC(=O)C)CC)OC)C(=O)OC)O.OS(=O)(=O)O. Cell line: SK-MEL-5. Synergy scores: CSS=16.4, Synergy_ZIP=-4.40, Synergy_Bliss=0.0832, Synergy_Loewe=-0.294, Synergy_HSA=-0.418. (3) Drug 1: C1=C(C(=O)NC(=O)N1)N(CCCl)CCCl. Drug 2: COCCOC1=C(C=C2C(=C1)C(=NC=N2)NC3=CC=CC(=C3)C#C)OCCOC.Cl. Synergy scores: CSS=30.6, Synergy_ZIP=2.81, Synergy_Bliss=2.49, Synergy_Loewe=-1.36, Synergy_HSA=0.514. Cell line: SF-268.